From a dataset of Reaction yield outcomes from USPTO patents with 853,638 reactions. Predict the reaction yield, written as a fraction of the theoretical maximum amount of product (1.0 means a 100% yield; for example, 0.34 means a 34% yield). (1) The reactants are [CH3:1][O:2][C:3]1[CH:8]=[CH:7][C:6]([C:9]2[CH:10]=[C:11]([NH:14][C:15](=[O:21])[CH2:16][CH2:17][CH2:18][CH2:19]Br)[NH:12][N:13]=2)=[CH:5][CH:4]=1.[C:22]([N:25]1[CH:31]=[CH:30][CH:29]=CC=N1)(=[O:24])[CH3:23].[Na+].[I-].[CH3:34][C:35]([N:37](C)C)=O. The catalyst is C(Cl)Cl. The product is [CH3:1][O:2][C:3]1[CH:8]=[CH:7][C:6]([C:9]2[NH:13][N:12]=[C:11]([NH:14][C:15](=[O:21])[CH2:16][CH2:17][CH2:18][CH2:19][N:37]3[CH2:29][CH2:30][CH2:31][N:25]([C:22](=[O:24])[CH3:23])[CH2:34][CH2:35]3)[CH:10]=2)=[CH:5][CH:4]=1. The yield is 0.460. (2) The reactants are F[C:2]1[CH:27]=[CH:26][C:5]([C:6]([NH:8][C:9]2[S:13][C:12]([NH:14][C:15]3[CH:20]=[CH:19][C:18]([O:21][CH3:22])=[CH:17][CH:16]=3)=[N:11][C:10]=2[C:23]([NH2:25])=[O:24])=[O:7])=[CH:4][C:3]=1[N+:28]([O-:30])=[O:29].[CH2:31]([OH:34])[CH2:32][OH:33].C([O-])([O-])=O.[K+].[K+]. The catalyst is CN1C(=O)CCC1.O. The product is [OH:33][CH2:32][CH2:31][O:34][C:2]1[CH:27]=[CH:26][C:5]([C:6]([NH:8][C:9]2[S:13][C:12]([NH:14][C:15]3[CH:20]=[CH:19][C:18]([O:21][CH3:22])=[CH:17][CH:16]=3)=[N:11][C:10]=2[C:23]([NH2:25])=[O:24])=[O:7])=[CH:4][C:3]=1[N+:28]([O-:30])=[O:29]. The yield is 0.350. (3) The reactants are CON(C)[C:4]([C@@H:6]1[CH2:10][CH2:9][CH2:8][C@H:7]1[C:11]1[CH:12]=[C:13]2[C:17](=[CH:18][CH:19]=1)[N:16]([CH3:20])[CH:15]=[C:14]2[C:21]#[N:22])=[O:5].[H-].[Na+].IC.[H-].[Al+3].[Li+].[H-].[H-].[H-]. The catalyst is O1CCCC1. The product is [CH:4]([C@@H:6]1[CH2:10][CH2:9][CH2:8][C@H:7]1[C:11]1[CH:12]=[C:13]2[C:17](=[CH:18][CH:19]=1)[N:16]([CH3:20])[CH:15]=[C:14]2[C:21]#[N:22])=[O:5]. The yield is 0.760. (4) The reactants are [CH3:1][C@@:2]([S:26]([CH3:29])(=[O:28])=[O:27])([CH2:13][CH2:14][N:15]1[CH:19]=[C:18]([C:20]2[CH:25]=[N:24][CH:23]=[CH:22][N:21]=2)[CH:17]=[N:16]1)[C:3]([NH:5][O:6]C1CCCCO1)=[O:4].Cl. The catalyst is CCO. The product is [OH:6][NH:5][C:3](=[O:4])[C@:2]([CH3:1])([S:26]([CH3:29])(=[O:28])=[O:27])[CH2:13][CH2:14][N:15]1[CH:19]=[C:18]([C:20]2[CH:25]=[N:24][CH:23]=[CH:22][N:21]=2)[CH:17]=[N:16]1. The yield is 0.970.